This data is from hERG Central: cardiac toxicity at 1µM, 10µM, and general inhibition. The task is: Predict hERG channel inhibition at various concentrations. (1) The molecule is CN(C)c1ccnc2sc3c(=O)n(Cc4ccccc4)cnc3c12. Results: hERG_inhib (hERG inhibition (general)): blocker. (2) The compound is Cc1nc2ccccn2c1C(=O)N/N=C/c1ccc(CNC(=O)C(=O)Nc2ccccc2)o1. Results: hERG_inhib (hERG inhibition (general)): blocker.